Dataset: Catalyst prediction with 721,799 reactions and 888 catalyst types from USPTO. Task: Predict which catalyst facilitates the given reaction. Reactant: [CH3:1][O:2][C:3]1[CH:4]=[C:5]2[C:10](=[CH:11][C:12]=1[O:13][CH3:14])[N:9]=[CH:8][N:7]=[C:6]2[O:15][C:16]1[CH:22]=[CH:21][C:19]([NH2:20])=[CH:18][CH:17]=1.Cl[C:24](Cl)([O:26][C:27](=[O:33])OC(Cl)(Cl)Cl)Cl.[CH2:35](O)[CH:36]=C.C(=O)(O)[O-].[Na+]. Product: [CH3:1][O:2][C:3]1[CH:4]=[C:5]2[C:10](=[CH:11][C:12]=1[O:13][CH3:14])[N:9]=[CH:8][N:7]=[C:6]2[O:15][C:16]1[CH:22]=[CH:21][C:19]([NH:20][C:27](=[O:33])[O:26][CH2:24][CH:35]=[CH2:36])=[CH:18][CH:17]=1. The catalyst class is: 208.